Regression. Given two drug SMILES strings and cell line genomic features, predict the synergy score measuring deviation from expected non-interaction effect. From a dataset of NCI-60 drug combinations with 297,098 pairs across 59 cell lines. (1) Drug 1: CN1C(=O)N2C=NC(=C2N=N1)C(=O)N. Synergy scores: CSS=7.52, Synergy_ZIP=-4.53, Synergy_Bliss=-2.13, Synergy_Loewe=-13.1, Synergy_HSA=-4.02. Drug 2: N.N.Cl[Pt+2]Cl. Cell line: TK-10. (2) Drug 1: CNC(=O)C1=NC=CC(=C1)OC2=CC=C(C=C2)NC(=O)NC3=CC(=C(C=C3)Cl)C(F)(F)F. Drug 2: CCCCC(=O)OCC(=O)C1(CC(C2=C(C1)C(=C3C(=C2O)C(=O)C4=C(C3=O)C=CC=C4OC)O)OC5CC(C(C(O5)C)O)NC(=O)C(F)(F)F)O. Cell line: OVCAR-4. Synergy scores: CSS=14.5, Synergy_ZIP=-3.28, Synergy_Bliss=-7.23, Synergy_Loewe=-9.60, Synergy_HSA=-5.98. (3) Drug 1: CC1C(C(CC(O1)OC2CC(CC3=C2C(=C4C(=C3O)C(=O)C5=C(C4=O)C(=CC=C5)OC)O)(C(=O)C)O)N)O.Cl. Drug 2: CC1=C(C(=O)C2=C(C1=O)N3CC4C(C3(C2COC(=O)N)OC)N4)N. Cell line: MALME-3M. Synergy scores: CSS=38.3, Synergy_ZIP=-0.190, Synergy_Bliss=6.14, Synergy_Loewe=6.03, Synergy_HSA=6.53.